From a dataset of Full USPTO retrosynthesis dataset with 1.9M reactions from patents (1976-2016). Predict the reactants needed to synthesize the given product. (1) Given the product [CH3:41][N:42]([CH3:43])[CH2:44][C@@H:14]([NH2:19])[CH2:15][CH:16]([CH3:1])[CH3:17], predict the reactants needed to synthesize it. The reactants are: [CH3:1]NC.CN(C(ON1N=[N:19][C:14]2[CH:15]=[CH:16][CH:17]=CC1=2)=[N+](C)C)C.F[P-](F)(F)(F)(F)F.C([O-])(O)=O.[Na+].[H-].[H-].[H-].[H-].[Li+].[Al+3].[OH-].[Na+].[CH3:41][N:42]([CH:44]=O)[CH3:43]. (2) Given the product [OH:3][S:1]([O-:4])=[O:2].[Na+:6].[O-:3][S:1]([O-:4])=[O:2].[Na+:6].[Na+:6], predict the reactants needed to synthesize it. The reactants are: [S:1]([O-:4])([O-:3])=[O:2].[OH-].[Na+:6]. (3) Given the product [CH:30]1[C:31]2[NH:32][C:33]3[C:38](=[CH:37][CH:36]=[CH:35][CH:34]=3)[C:39]=2[C:27]([O:26][CH2:25][C@@H:24]([OH:40])[CH2:23][NH:22][CH:18]2[CH2:19][CH2:20][N:15]([S:12]([C:9]3[CH:8]=[CH:7][C:6]([C:2]([CH3:1])([CH3:5])[CH2:3][CH3:4])=[CH:11][CH:10]=3)(=[O:14])=[O:13])[CH2:16][CH2:17]2)=[CH:28][CH:29]=1, predict the reactants needed to synthesize it. The reactants are: [CH3:1][C:2]([C:6]1[CH:11]=[CH:10][C:9]([S:12]([N:15]2[CH2:20][CH2:19][C:18](=O)[CH2:17][CH2:16]2)(=[O:14])=[O:13])=[CH:8][CH:7]=1)([CH3:5])[CH2:3][CH3:4].[NH2:22][CH2:23][CH:24]([OH:40])[CH2:25][O:26][C:27]1[C:39]2[C:38]3[C:33](=[CH:34][CH:35]=[CH:36][CH:37]=3)[NH:32][C:31]=2[CH:30]=[CH:29][CH:28]=1. (4) Given the product [F:23][C:2]([F:1])([F:22])[C:3]1[CH:17]=[C:16]([C:18]([F:21])([F:20])[F:19])[CH:15]=[CH:14][C:4]=1[CH2:5][N:6]1[CH2:11][CH2:10][CH:9](/[CH:12]=[C:36]2/[C:32]([NH:31][CH2:30][C:29]#[C:28][CH2:27][N:26]([CH2:24][CH3:25])[CH2:38][CH3:39])=[N:33][C:34](=[O:37])[S:35]/2)[CH2:8][CH2:7]1, predict the reactants needed to synthesize it. The reactants are: [F:1][C:2]([F:23])([F:22])[C:3]1[CH:17]=[C:16]([C:18]([F:21])([F:20])[F:19])[CH:15]=[CH:14][C:4]=1[CH2:5][N:6]1[CH2:11][CH2:10][CH:9]([CH:12]=O)[CH2:8][CH2:7]1.[CH2:24]([N:26]([CH2:38][CH3:39])[CH2:27][C:28]#[C:29][CH2:30][NH:31][C:32]1[CH2:36][S:35][C:34](=[O:37])[N:33]=1)[CH3:25].C([O-])(=O)C.[NH2+]1CCCCC1. (5) Given the product [CH3:9][C:8]([CH3:11])([O:1][C:13]([N:7]([C:8]([CH3:11])([CH3:10])[CH3:9])[CH2:6][C:5]([OH:4])=[O:12])=[O:14])[CH3:10], predict the reactants needed to synthesize it. The reactants are: [OH-:1].[Na+].C[O:4][C:5](=[O:12])[CH2:6][NH:7][C:8]([CH3:11])([CH3:10])[CH3:9].[CH3:13][OH:14]. (6) Given the product [CH2:28]([S:30]([C:33]1[CH:40]=[CH:39][C:36]([C:37]#[N:38])=[CH:35][C:34]=1[NH:12][N:13]1[C:22](=[O:23])[C:21]2[C:16](=[CH:17][CH:18]=[C:19]([C:24]([F:26])([F:25])[F:27])[CH:20]=2)[N:15]=[CH:14]1)(=[O:31])=[O:32])[CH3:29], predict the reactants needed to synthesize it. The reactants are: C(SC1C=CC(C#N)=CC=1[NH:12][N:13]1[C:22](=[O:23])[C:21]2[C:16](=[CH:17][CH:18]=[C:19]([C:24]([F:27])([F:26])[F:25])[CH:20]=2)[N:15]=[CH:14]1)C.[CH2:28]([S:30]([C:33]1[CH:40]=[CH:39][C:36]([C:37]#[N:38])=[CH:35][C:34]=1C)(=[O:32])=[O:31])[CH3:29]. (7) Given the product [CH:22]1([C:21]2[C:13]([CH:12]([OH:33])[C:10]3[NH:9][C:6]4=[N:7][CH:8]=[C:3]([C:1]#[N:2])[CH:4]=[C:5]4[N:11]=3)=[C:14]3[C:18](=[C:19]([CH3:25])[CH:20]=2)[NH:17][CH:16]=[CH:15]3)[CH2:24][CH2:23]1, predict the reactants needed to synthesize it. The reactants are: [C:1]([C:3]1[CH:4]=[C:5]2[N:11]=[C:10]([CH:12]([OH:33])[C:13]3[C:21]([CH:22]4[CH2:24][CH2:23]4)=[CH:20][C:19]([CH3:25])=[C:18]4[C:14]=3[CH:15]=[CH:16][N:17]4C(OC(C)(C)C)=O)[NH:9][C:6]2=[N:7][CH:8]=1)#[N:2].C([O-])([O-])=O.[Cs+].[Cs+]. (8) Given the product [NH2:1][C:2]1[C:7]([C:8]#[N:9])=[C:6]([C@H:10]2[CH2:11][CH2:12][C@@H:13]([O:16][Si:17]([C:20]([CH3:22])([CH3:23])[CH3:21])([CH3:18])[CH3:19])[CH2:14][CH2:15]2)[C:5]([C:24]#[N:25])=[C:4]([S:26][CH2:8][C:7]2[CH:2]=[N:3][CH:4]=[CH:5][CH:6]=2)[N:3]=1, predict the reactants needed to synthesize it. The reactants are: [NH2:1][C:2]1[C:7]([C:8]#[N:9])=[C:6]([CH:10]2[CH2:15][CH2:14][CH:13]([O:16][Si:17]([C:20]([CH3:23])([CH3:22])[CH3:21])([CH3:19])[CH3:18])[CH2:12][CH2:11]2)[C:5]([C:24]#[N:25])=[C:4]([SH:26])[N:3]=1.Cl.[Cl-].C(=O)(O)[O-].[Na+].